Dataset: Reaction yield outcomes from USPTO patents with 853,638 reactions. Task: Predict the reaction yield, written as a fraction of the theoretical maximum amount of product (1.0 means a 100% yield; for example, 0.34 means a 34% yield). (1) The reactants are [F:1][C:2]1[CH:7]=[CH:6][CH:5]=[C:4]([F:8])[C:3]=1[N:9]1[C:14]2[N:15]=[C:16](S(C)=O)[N:17]=[C:18]([C:19]3[CH:20]=[C:21]([CH:32]=[CH:33][C:34]=3[CH3:35])[C:22]([NH:24][C:25]3[CH:30]=[CH:29][C:28]([F:31])=[CH:27][CH:26]=3)=[O:23])[C:13]=2[CH2:12][NH:11][C:10]1=[O:39].[CH3:40][N:41]([CH3:46])[CH2:42][CH2:43][CH2:44][NH2:45]. The catalyst is C1COCC1. The product is [F:1][C:2]1[CH:7]=[CH:6][CH:5]=[C:4]([F:8])[C:3]=1[N:9]1[C:14]2[N:15]=[C:16]([NH:45][CH2:44][CH2:43][CH2:42][N:41]([CH3:46])[CH3:40])[N:17]=[C:18]([C:19]3[CH:20]=[C:21]([CH:32]=[CH:33][C:34]=3[CH3:35])[C:22]([NH:24][C:25]3[CH:30]=[CH:29][C:28]([F:31])=[CH:27][CH:26]=3)=[O:23])[C:13]=2[CH2:12][NH:11][C:10]1=[O:39]. The yield is 0.840. (2) The reactants are BrC1C=[N:4]C(CCN)=NC=1.C(N(CC)CC)C.FC(F)[C:20]1[C:24]([C:25](Cl)=[O:26])=[CH:23][N:22]([CH3:28])[N:21]=1. The catalyst is C1COCC1. The product is [CH3:28][N:22]1[CH:23]=[C:24]([C:25]([NH2:4])=[O:26])[CH:20]=[N:21]1. The yield is 0.260. (3) The reactants are C12(COC3C(C4CC4)=CC(C(O)=O)=CN=3)CC3CC(CC(C3)C1)C2.[C@@H:25]12[CH2:31][C@@H:28]([CH2:29][CH2:30]1)[CH2:27][C@@H:26]2[O:32][C:33]1[C:41]([CH:42]2[CH2:44][CH2:43]2)=[CH:40][C:36]([C:37](O)=[O:38])=[C:35]([F:45])[CH:34]=1.COC[CH2:49][S:50]([NH2:53])(=[O:52])=[O:51].CS(N)(=O)=O. No catalyst specified. The product is [C@@H:25]12[CH2:31][C@@H:28]([CH2:29][CH2:30]1)[CH2:27][C@@H:26]2[O:32][C:33]1[C:41]([CH:42]2[CH2:44][CH2:43]2)=[CH:40][C:36]([C:37]([NH:53][S:50]([CH3:49])(=[O:52])=[O:51])=[O:38])=[C:35]([F:45])[CH:34]=1. The yield is 0.720. (4) The reactants are [CH2:1]([O:8][CH2:9][CH2:10][NH2:11])[C:2]1[CH:7]=[CH:6][CH:5]=[CH:4][CH:3]=1.[N+:12]([C:15]1[CH:22]=[CH:21][CH:20]=[C:19]([N+]([O-])=O)[C:16]=1[C:17]#[N:18])([O-:14])=[O:13]. No catalyst specified. The product is [CH2:1]([O:8][CH2:9][CH2:10][NH:11][C:19]1[CH:20]=[CH:21][CH:22]=[C:15]([N+:12]([O-:14])=[O:13])[C:16]=1[C:17]#[N:18])[C:2]1[CH:7]=[CH:6][CH:5]=[CH:4][CH:3]=1. The yield is 0.770. (5) The reactants are C[O:2][C:3](=O)[CH:4]([N:8]1[CH2:13][CH2:12][C:11]([F:15])([F:14])[CH2:10][CH2:9]1)[CH2:5][C:6]#[N:7].[BH4-].[Na+].[OH-].[NH4+]. The catalyst is C1COCC1.O.O.O.O.O.O.O.[Co](Cl)Cl. The product is [F:14][C:11]1([F:15])[CH2:12][CH2:13][N:8]([CH:4]2[CH2:5][CH2:6][NH:7][C:3]2=[O:2])[CH2:9][CH2:10]1. The yield is 0.460. (6) The reactants are [CH3:1][C@@H:2]1[CH2:6][CH2:5][C:4](=C(C)C)[CH:3]1[C:10]([O:12][CH2:13][CH3:14])=[O:11].C(=O)=[O:16].C(O)(C)C. The yield is 0.960. The product is [CH3:1][C@@H:2]1[CH2:6][CH2:5][C:4](=[O:16])[CH:3]1[C:10]([O:12][CH2:13][CH3:14])=[O:11]. The catalyst is C(OCC)(=O)C. (7) The reactants are O.[OH-].[Li+].[CH3:4][O:5][C:6]([N:8]1[CH2:13][C:12](=[O:14])[N:11]2[CH:15]([C:18]([O:20]CC)=[O:19])[CH2:16][CH2:17][CH:10]2[CH2:9]1)=[O:7].Cl. The catalyst is O.CO.O1CCCC1. The product is [CH3:4][O:5][C:6]([N:8]1[CH2:13][C:12](=[O:14])[N:11]2[CH:15]([C:18]([OH:20])=[O:19])[CH2:16][CH2:17][CH:10]2[CH2:9]1)=[O:7]. The yield is 1.00. (8) The reactants are CC(C[AlH]CC(C)C)C.[CH3:10][CH:11]1[CH2:16][CH2:15][N:14]([C:17]([O:19][C:20]([CH3:23])([CH3:22])[CH3:21])=[O:18])[CH2:13][CH:12]1[C:24](OC)=[O:25]. The catalyst is C1COCC1. The product is [OH:25][CH2:24][CH:12]1[CH:11]([CH3:10])[CH2:16][CH2:15][N:14]([C:17]([O:19][C:20]([CH3:21])([CH3:23])[CH3:22])=[O:18])[CH2:13]1. The yield is 0.860.